From a dataset of Cav3 T-type calcium channel HTS with 100,875 compounds. Binary Classification. Given a drug SMILES string, predict its activity (active/inactive) in a high-throughput screening assay against a specified biological target. (1) The molecule is Clc1cc(N2C(=O)C(C3OCCC3)CC2=O)ccc1. The result is 0 (inactive). (2) The compound is Clc1ccc(n2c(=O)c3c4CC(OCc4sc3n(c2=O)C)(C)C)cc1. The result is 0 (inactive).